The task is: Predict the reaction yield, written as a fraction of the theoretical maximum amount of product (1.0 means a 100% yield; for example, 0.34 means a 34% yield).. This data is from Reaction yield outcomes from USPTO patents with 853,638 reactions. (1) The reactants are [CH:1]1([NH:4][C:5](=[O:17])[C:6]2[CH:11]=[CH:10][C:9]([CH3:12])=[C:8]([NH:13][C:14]([NH2:16])=[S:15])[CH:7]=2)[CH2:3][CH2:2]1.Br[CH2:19][C:20]([C:22]1[CH:27]=[CH:26][CH:25]=[CH:24][CH:23]=1)=O. The catalyst is C(O)C. The product is [CH:1]1([NH:4][C:5](=[O:17])[C:6]2[CH:11]=[CH:10][C:9]([CH3:12])=[C:8]([NH:13][C:14]3[S:15][CH:19]=[C:20]([C:22]4[CH:27]=[CH:26][CH:25]=[CH:24][CH:23]=4)[N:16]=3)[CH:7]=2)[CH2:3][CH2:2]1. The yield is 0.940. (2) The reactants are [NH2:1][C:2]1[C:6]([CH3:7])=[CH:5][S:4][C:3]=1[C:8]([O:10]C)=O.[NH2:12][C:13](N)=[O:14]. The catalyst is CN(C=O)C. The product is [CH3:7][C:6]1[C:2]2[NH:1][C:13](=[O:14])[NH:12][C:8](=[O:10])[C:3]=2[S:4][CH:5]=1. The yield is 0.937. (3) The reactants are [CH2:1](Br)[C:2]([C:4]1[CH:9]=[CH:8][CH:7]=[CH:6][CH:5]=1)=[O:3].O=[C:12]([CH2:18][CH3:19])[CH2:13][C:14]([O:16][CH3:17])=[O:15].O.C1(C)C=CC(S(O)(=O)=O)=CC=1. The catalyst is C1(C)C=CC=CC=1. The product is [CH2:18]([C:12]1[O:3][C:2]([C:4]2[CH:9]=[CH:8][CH:7]=[CH:6][CH:5]=2)=[CH:1][C:13]=1[C:14]([O:16][CH3:17])=[O:15])[CH3:19]. The yield is 0.580. (4) The reactants are Cl[C:2]1[C:7]([C:8]([O:10][CH2:11][CH3:12])=[S:9])=[CH:6][N:5]=[C:4]([CH3:13])[N:3]=1.[CH3:14][NH2:15].O. The catalyst is ClCCl.C(O)C. The product is [CH3:14][NH:15][C:2]1[C:7]([C:8]([O:10][CH2:11][CH3:12])=[S:9])=[CH:6][N:5]=[C:4]([CH3:13])[N:3]=1. The yield is 0.970.